From a dataset of Forward reaction prediction with 1.9M reactions from USPTO patents (1976-2016). Predict the product of the given reaction. Given the reactants [Br:1][C:2]1[CH:3]=[C:4]2[C:14](=[CH:15][CH:16]=1)[O:13][C:7]1[CH:8]=[N:9][C:10]([Cl:12])=[CH:11][C:6]=1[C:5]2=[O:17].[CH:18]([Mg]Cl)=[CH2:19].CCOCC, predict the reaction product. The product is: [Br:1][C:2]1[CH:3]=[C:4]2[C:14](=[CH:15][CH:16]=1)[O:13][C:7]1[CH:8]=[N:9][C:10]([Cl:12])=[CH:11][C:6]=1[C:5]2([CH:18]=[CH2:19])[OH:17].